This data is from Reaction yield outcomes from USPTO patents with 853,638 reactions. The task is: Predict the reaction yield, written as a fraction of the theoretical maximum amount of product (1.0 means a 100% yield; for example, 0.34 means a 34% yield). (1) The reactants are [C:1]([C:3]1[CH:8]=[CH:7][C:6]([C:9]2([O:12][CH:13]([CH3:15])[CH3:14])[CH2:11][CH2:10]2)=[CH:5][C:4]=1C)#[CH:2].[CH3:17][O:18][C:19](=[O:28])[CH2:20][C:21]1[CH:26]=[CH:25][C:24](I)=[CH:23][CH:22]=1.[CH2:29](N(CC)CC)C. The catalyst is [Cu]I.Cl[Pd](Cl)([P](C1C=CC=CC=1)(C1C=CC=CC=1)C1C=CC=CC=1)[P](C1C=CC=CC=1)(C1C=CC=CC=1)C1C=CC=CC=1. The product is [CH:13]([O:12][C:9]1([C:6]2[CH:5]=[CH:4][C:3]([C:1]#[C:2][C:24]3[CH:25]=[CH:26][C:21]([CH2:20][C:19]([O:18][CH3:17])=[O:28])=[CH:22][CH:23]=3)=[CH:8][C:7]=2[CH3:29])[CH2:10][CH2:11]1)([CH3:14])[CH3:15]. The yield is 0.710. (2) The reactants are [CH:1](=O)[CH2:2][CH2:3][CH2:4][CH:5]=[O:6].C(C(O)=O)[C:9]([CH2:11][C:12](O)=O)=O.[CH:18]1([NH2:21])[CH2:20][CH2:19]1.Cl. The catalyst is O. The product is [CH:18]1([N:21]2[CH:3]3[CH2:2][CH2:1][CH2:9][CH:11]2[CH2:12][C:5](=[O:6])[CH2:4]3)[CH2:20][CH2:19]1. The yield is 0.110. (3) The reactants are [Cl:1][C:2]1[N:11]=[C:10](Cl)[C:9]2[CH2:8][CH2:7][CH2:6][CH:5]([C:13]3[CH:18]=[CH:17][C:16]([F:19])=[CH:15][CH:14]=3)[C:4]=2[N:3]=1.[CH3:20][NH:21][CH2:22][CH3:23]. The yield is 1.00. The catalyst is CO. The product is [Cl:1][C:2]1[N:11]=[C:10]([N:21]([CH2:22][CH3:23])[CH3:20])[C:9]2[CH2:8][CH2:7][CH2:6][CH:5]([C:13]3[CH:18]=[CH:17][C:16]([F:19])=[CH:15][CH:14]=3)[C:4]=2[N:3]=1. (4) The reactants are [Cl:1][C:2]1[CH:3]=[C:4]([N:23]([CH2:41][CH3:42])[C@H:24]2[CH2:29][CH2:28][C@H:27]([N:30]([CH2:32][C:33]3[CH:38]=[CH:37][C:36]([O:39][CH3:40])=[CH:35][CH:34]=3)[CH3:31])[CH2:26][CH2:25]2)[C:5]([CH3:22])=[C:6]([CH:21]=1)[C:7]([NH:9][CH2:10][C:11]1[C:12]([O:19]C)=[N:13][N:14]([CH2:17][CH3:18])[C:15]=1[CH3:16])=[O:8].C(=O)(O)[O-].[Na+]. The catalyst is Cl. The product is [Cl:1][C:2]1[CH:3]=[C:4]([N:23]([CH2:41][CH3:42])[C@H:24]2[CH2:25][CH2:26][C@H:27]([N:30]([CH2:32][C:33]3[CH:38]=[CH:37][C:36]([O:39][CH3:40])=[CH:35][CH:34]=3)[CH3:31])[CH2:28][CH2:29]2)[C:5]([CH3:22])=[C:6]([CH:21]=1)[C:7]([NH:9][CH2:10][C:11]1[C:12](=[O:19])[NH:13][N:14]([CH2:17][CH3:18])[C:15]=1[CH3:16])=[O:8]. The yield is 0.560. (5) The yield is 0.675. The catalyst is CN(C=O)C. The reactants are [C:1]([O:5][C:6]([NH:8][C:9]1[CH:10]=[CH:11][CH:12]=[C:13]2[C:18]=1[CH:17]=[C:16]([OH:19])[CH:15]=[CH:14]2)=[O:7])([CH3:4])([CH3:3])[CH3:2].C(=O)([O-])[O-].[Cs+].[Cs+].I[CH2:27][CH3:28].O. The product is [C:1]([O:5][C:6](=[O:7])[NH:8][C:9]1[C:18]2[C:13](=[CH:14][CH:15]=[C:16]([O:19][CH2:27][CH3:28])[CH:17]=2)[CH:12]=[CH:11][CH:10]=1)([CH3:4])([CH3:2])[CH3:3]. (6) The reactants are [SH:1][C:2]1[CH:9]=[C:8]([C:10]2[CH:15]=[CH:14][C:13]([C:16]([F:19])([F:18])[F:17])=[CH:12][CH:11]=2)[CH:7]=[CH:6][C:3]=1[C:4]#[N:5].[CH3:20][C:21](C)([O-])[CH3:22].[K+].O. The catalyst is CN(C)C=O. The product is [CH2:22]([S:1][C:2]1[CH:9]=[C:8]([C:10]2[CH:15]=[CH:14][C:13]([C:16]([F:17])([F:18])[F:19])=[CH:12][CH:11]=2)[CH:7]=[CH:6][C:3]=1[C:4]#[N:5])[CH:21]=[CH2:20]. The yield is 0.430. (7) The reactants are [OH:1][CH:2]([C:31]1[CH:36]=[CH:35][CH:34]=[CH:33][CH:32]=1)[CH2:3][NH:4][C:5]([C:7]1[N:8]=[N:9][C:10]([N:13]2[CH2:18][CH2:17][N:16]([C:19](=[O:30])[C:20]3[CH:25]=[CH:24][CH:23]=[CH:22][C:21]=3[C:26]([F:29])([F:28])[F:27])[CH2:15][CH2:14]2)=[CH:11][CH:12]=1)=[O:6].CC(OI1(OC(C)=O)(OC(C)=O)OC(=O)C2C1=CC=CC=2)=O.S([O-])([O-])(=O)=S.[Na+].[Na+]. The catalyst is ClCCl.C(OCC)C.[Na]. The product is [O:1]=[C:2]([C:31]1[CH:32]=[CH:33][CH:34]=[CH:35][CH:36]=1)[CH2:3][NH:4][C:5]([C:7]1[N:8]=[N:9][C:10]([N:13]2[CH2:18][CH2:17][N:16]([C:19](=[O:30])[C:20]3[CH:25]=[CH:24][CH:23]=[CH:22][C:21]=3[C:26]([F:27])([F:29])[F:28])[CH2:15][CH2:14]2)=[CH:11][CH:12]=1)=[O:6]. The yield is 0.510. (8) The reactants are [Cl:1][C:2]1[CH:3]=[C:4]([CH:15]=[C:16]([Cl:18])[CH:17]=1)[N:5]=[CH:6][C:7]1[CH:12]=[C:11]([Br:13])[CH:10]=[CH:9][C:8]=1[OH:14].[BH4-].[Na+].CC(C)=O.O. The catalyst is O1CCCC1.C(O)C. The yield is 0.933. The product is [Br:13][C:11]1[CH:10]=[CH:9][C:8]([OH:14])=[C:7]([CH2:6][NH:5][C:4]2[CH:15]=[C:16]([Cl:18])[CH:17]=[C:2]([Cl:1])[CH:3]=2)[CH:12]=1.